Dataset: Full USPTO retrosynthesis dataset with 1.9M reactions from patents (1976-2016). Task: Predict the reactants needed to synthesize the given product. (1) Given the product [ClH:31].[CH3:1][C:2]1([CH3:30])[C:10]2[C:5](=[CH:6][CH:7]=[CH:8][CH:9]=2)[N:4]([C:11]([NH:13][CH2:14][CH:15]2[CH2:20][CH2:19][N:18]([CH2:21][C:22]3([C:26]([OH:28])=[O:27])[CH2:25][CH2:24][CH2:23]3)[CH2:17][CH2:16]2)=[O:12])[C:3]1=[O:29], predict the reactants needed to synthesize it. The reactants are: [CH3:1][C:2]1([CH3:30])[C:10]2[C:5](=[CH:6][CH:7]=[CH:8][CH:9]=2)[N:4]([C:11]([NH:13][CH2:14][CH:15]2[CH2:20][CH2:19][N:18]([CH2:21][C:22]3([C:26]([OH:28])=[O:27])[CH2:25][CH2:24][CH2:23]3)[CH2:17][CH2:16]2)=[O:12])[C:3]1=[O:29].[ClH:31]. (2) Given the product [F:1][C:2]1[CH:3]=[CH:4][C:5]([C:8]2[N:9]=[N:10][N:11]([CH2:13][C@@H:14]([NH:16][C:23](=[O:24])[C:22]3[CH:26]=[C:18]([CH3:17])[CH:19]=[CH:20][C:21]=3[N:27]3[N:31]=[CH:30][CH:29]=[N:28]3)[CH3:15])[N:12]=2)=[CH:6][CH:7]=1, predict the reactants needed to synthesize it. The reactants are: [F:1][C:2]1[CH:7]=[CH:6][C:5]([C:8]2[N:9]=[N:10][N:11]([CH2:13][C@@H:14]([NH2:16])[CH3:15])[N:12]=2)=[CH:4][CH:3]=1.[CH3:17][C:18]1[CH:19]=[CH:20][C:21]([N:27]2[N:31]=[CH:30][CH:29]=[N:28]2)=[C:22]([CH:26]=1)[C:23](O)=[O:24]. (3) The reactants are: [C:1]([CH2:4][CH2:5][CH2:6][N:7]1[CH2:12][CH2:11][N:10]([CH2:13][CH2:14][CH2:15][CH2:16][NH:17]C(=O)C2C(=CC=CC=2)C(O)=O)[CH2:9][CH2:8]1)([OH:3])=[O:2].[ClH:29]. Given the product [ClH:29].[ClH:29].[ClH:29].[NH2:17][CH2:16][CH2:15][CH2:14][CH2:13][N:10]1[CH2:11][CH2:12][N:7]([CH2:6][CH2:5][CH2:4][C:1]([OH:3])=[O:2])[CH2:8][CH2:9]1, predict the reactants needed to synthesize it. (4) Given the product [CH3:3][O:4][C:5]1[CH:6]=[C:7]([C:11]2[O:15][N:14]=[C:13]([CH2:16][S:17][C:18]3[N:19]([CH3:27])[C:20]4[C:21]([N:26]=3)=[N:22][CH:23]=[CH:24][CH:25]=4)[N:12]=2)[CH:8]=[CH:9][CH:10]=1, predict the reactants needed to synthesize it. The reactants are: [H-].[Na+].[CH3:3][O:4][C:5]1[CH:6]=[C:7]([C:11]2[O:15][N:14]=[C:13]([CH2:16][S:17][C:18]3[NH:19][C:20]4[C:21]([N:26]=3)=[N:22][CH:23]=[CH:24][CH:25]=4)[N:12]=2)[CH:8]=[CH:9][CH:10]=1.[CH3:27]I. (5) Given the product [ClH:1].[ClH:42].[ClH:1].[ClH:1].[ClH:1].[Cl:1][C:2]1[N:3]=[C:4]([N:32]2[CH2:36][CH2:35][CH:34]([N:37]([CH3:39])[CH3:38])[C:33]2([CH3:40])[CH3:41])[C:5]([F:31])=[C:6]([NH:8][NH2:9])[N:7]=1, predict the reactants needed to synthesize it. The reactants are: [Cl:1][C:2]1[N:7]=[C:6]([N:8](C(OC(C)(C)C)=O)[N:9](C(OC(C)(C)C)=O)C(OC(C)(C)C)=O)[C:5]([F:31])=[C:4]([N:32]2[CH2:36][CH2:35][CH:34]([N:37]([CH3:39])[CH3:38])[C:33]2([CH3:41])[CH3:40])[N:3]=1.[ClH:42]. (6) Given the product [ClH:9].[C:37]([C:34]1[CH:35]=[CH:36][C:31]([C:30]([NH:29][C:27]2[CH:26]=[CH:25][CH:24]=[C:23]([NH:22][CH:44]3[CH2:45][CH2:46][N:41]([CH3:40])[CH2:42][CH2:43]3)[N:28]=2)=[O:39])=[CH:32][CH:33]=1)#[N:38], predict the reactants needed to synthesize it. The reactants are: C(C1C=CC(C([Cl:9])=O)=CC=1)#N.NC1C=CC=C(N)N=1.[OH-].[Na+].[NH2:22][C:23]1[N:28]=[C:27]([NH:29][C:30](=[O:39])[C:31]2[CH:36]=[CH:35][C:34]([C:37]#[N:38])=[CH:33][CH:32]=2)[CH:26]=[CH:25][CH:24]=1.[CH3:40][N:41]1[CH2:46][CH2:45][C:44](=O)[CH2:43][CH2:42]1.C(O)(=O)C.C(O[BH-](OC(=O)C)OC(=O)C)(=O)C.[Na+].[NH4+].[Cl-].